Dataset: Retrosynthesis with 50K atom-mapped reactions and 10 reaction types from USPTO. Task: Predict the reactants needed to synthesize the given product. Given the product CC(C)N1Cc2c(NCc3cnc4ccccc4c3)ncnc2C1=O, predict the reactants needed to synthesize it. The reactants are: CC(C)N1Cc2c(NCc3cnc4ccccc4c3)nc(Cl)nc2C1=O.